Dataset: Peptide-MHC class II binding affinity with 134,281 pairs from IEDB. Task: Regression. Given a peptide amino acid sequence and an MHC pseudo amino acid sequence, predict their binding affinity value. This is MHC class II binding data. (1) The MHC is DRB1_0101 with pseudo-sequence DRB1_0101. The binding affinity (normalized) is 0.0522. The peptide sequence is RTPVDRSKIDLDSVK. (2) The peptide sequence is KPLDNIKDNVGKMED. The MHC is HLA-DQA10501-DQB10301 with pseudo-sequence HLA-DQA10501-DQB10301. The binding affinity (normalized) is 0.152. (3) The peptide sequence is YDKFLANVSTVLTYK. The MHC is DRB1_1001 with pseudo-sequence DRB1_1001. The binding affinity (normalized) is 0.676. (4) The peptide sequence is KLIGGIGGFVKVRQYDQILI. The MHC is DRB1_0404 with pseudo-sequence DRB1_0404. The binding affinity (normalized) is 0.271.